From a dataset of Forward reaction prediction with 1.9M reactions from USPTO patents (1976-2016). Predict the product of the given reaction. (1) Given the reactants [NH:1]1[C:5]2=[N:6][CH:7]=[CH:8][CH:9]=[C:4]2[CH:3]=[N:2]1.[I:10]N1C(=O)CCC1=O, predict the reaction product. The product is: [I:10][C:3]1[C:4]2[C:5](=[N:6][CH:7]=[CH:8][CH:9]=2)[NH:1][N:2]=1. (2) Given the reactants [CH3:1][O:2][C:3]1[CH:40]=[CH:39][C:6]([CH2:7][N:8]([CH2:30][C:31]2[CH:36]=[CH:35][C:34]([O:37][CH3:38])=[CH:33][CH:32]=2)[C:9]2[N:14]=[CH:13][C:12]([C:15]3[C:16]4[CH2:29][CH2:28][NH:27][C:17]=4[N:18]=[C:19]([N:21]4[CH2:26][CH2:25][O:24][CH2:23][CH2:22]4)[N:20]=3)=[CH:11][N:10]=2)=[CH:5][CH:4]=1.Br[C:42]1[CH:47]=[CH:46][C:45]([C:48]([N:50]2[CH2:54][CH2:53][CH2:52][CH2:51]2)=[O:49])=[CH:44][C:43]=1[CH3:55], predict the reaction product. The product is: [CH3:38][O:37][C:34]1[CH:33]=[CH:32][C:31]([CH2:30][N:8]([CH2:7][C:6]2[CH:5]=[CH:4][C:3]([O:2][CH3:1])=[CH:40][CH:39]=2)[C:9]2[N:10]=[CH:11][C:12]([C:15]3[C:16]4[CH2:29][CH2:28][N:27]([C:42]5[CH:47]=[CH:46][C:45]([C:48]([N:50]6[CH2:51][CH2:52][CH2:53][CH2:54]6)=[O:49])=[CH:44][C:43]=5[CH3:55])[C:17]=4[N:18]=[C:19]([N:21]4[CH2:26][CH2:25][O:24][CH2:23][CH2:22]4)[N:20]=3)=[CH:13][N:14]=2)=[CH:36][CH:35]=1. (3) Given the reactants Cl[CH2:2][C:3]([N:5]1[CH2:14][CH2:13][C:12]2[C:7](=[CH:8][CH:9]=[CH:10][CH:11]=2)[CH2:6]1)=[O:4].[NH2:15][CH:16]([C:23]1[CH:28]=[CH:27][CH:26]=[CH:25][CH:24]=1)[C:17]1[CH:22]=[CH:21][CH:20]=[CH:19][CH:18]=1.[I-].C(=O)([O-])[O-].[K+].[K+], predict the reaction product. The product is: [CH:16]([NH:15][CH2:2][C:3]([N:5]1[CH2:14][CH2:13][C:12]2[C:7](=[CH:8][CH:9]=[CH:10][CH:11]=2)[CH2:6]1)=[O:4])([C:23]1[CH:24]=[CH:25][CH:26]=[CH:27][CH:28]=1)[C:17]1[CH:22]=[CH:21][CH:20]=[CH:19][CH:18]=1. (4) Given the reactants C(Cl)(=O)C(Cl)=O.[OH:7][C@@:8]([CH3:16])([C:12]([F:15])([F:14])[F:13])[C:9](O)=[O:10].[C:17]([NH:20][C:21]1[CH:26]=[CH:25][C:24]([S:27]([C:30]2[CH:36]=[CH:35][C:33]([NH2:34])=[C:32]([Cl:37])[CH:31]=2)(=[O:29])=[O:28])=[CH:23][CH:22]=1)(=[O:19])[CH3:18].CCOCC, predict the reaction product. The product is: [C:17]([NH:20][C:21]1[CH:22]=[CH:23][C:24]([S:27]([C:30]2[CH:36]=[CH:35][C:33]([NH:34][C:9](=[O:10])[C@:8]([OH:7])([CH3:16])[C:12]([F:15])([F:14])[F:13])=[C:32]([Cl:37])[CH:31]=2)(=[O:29])=[O:28])=[CH:25][CH:26]=1)(=[O:19])[CH3:18]. (5) Given the reactants [C:1]([C:3]1([NH:6][C:7]([C@@H:9]2[CH2:14][CH2:13][CH2:12][CH2:11][C@H:10]2[C:15]([N:17]2[CH2:37][CH2:36][C:20]3[NH:21][C:22]4[C:23]([O:28]CC5C=CC=CC=5)=[CH:24][CH:25]=[CH:26][C:27]=4[C:19]=3[CH2:18]2)=[O:16])=[O:8])[CH2:5][CH2:4]1)#[N:2], predict the reaction product. The product is: [C:1]([C:3]1([NH:6][C:7]([C@@H:9]2[CH2:14][CH2:13][CH2:12][CH2:11][C@H:10]2[C:15]([N:17]2[CH2:37][CH2:36][C:20]3[NH:21][C:22]4[C:23]([OH:28])=[CH:24][CH:25]=[CH:26][C:27]=4[C:19]=3[CH2:18]2)=[O:16])=[O:8])[CH2:5][CH2:4]1)#[N:2].